From a dataset of Full USPTO retrosynthesis dataset with 1.9M reactions from patents (1976-2016). Predict the reactants needed to synthesize the given product. (1) Given the product [NH2:39][CH2:38][CH2:37][CH2:36][O:35][C:8]1[N:9]=[C:10]2[C:5](=[CH:6][CH:7]=1)[N:4]=[CH:3][C:2]([F:1])=[C:11]2[CH2:12][CH2:13][C:14]12[CH2:21][CH2:20][C:17]([NH:22][CH2:23][C:24]3[CH:25]=[CH:26][C:27]4[O:28][CH2:29][C:30](=[O:34])[NH:31][C:32]=4[N:33]=3)([CH2:18][CH2:19]1)[CH2:16][O:15]2, predict the reactants needed to synthesize it. The reactants are: [F:1][C:2]1[C:11]([CH2:12][CH2:13][C:14]23[CH2:21][CH2:20][C:17]([NH:22][CH2:23][C:24]4[CH:25]=[CH:26][C:27]5[O:28][CH2:29][C:30](=[O:34])[NH:31][C:32]=5[N:33]=4)([CH2:18][CH2:19]2)[CH2:16][O:15]3)=[C:10]2[C:5]([CH:6]=[CH:7][C:8]([O:35][CH2:36][CH2:37][CH2:38][NH:39]C(=O)OCC3C=CC=CC=3)=[N:9]2)=[N:4][CH:3]=1. (2) Given the product [NH:3]1[C:7]2[CH:8]=[CH:9][CH:10]=[CH:11][C:6]=2[N:5]=[C:4]1[C@H:12]([NH:22][C:23](=[O:24])[NH:25][CH:26]1[CH2:30][CH2:29][N:28]([C:41]([O:43][CH3:44])=[O:42])[CH2:27]1)[CH2:13][C:14]1[CH:15]=[CH:16][C:17]([O:20][CH3:21])=[CH:18][CH:19]=1, predict the reactants needed to synthesize it. The reactants are: N#N.[NH:3]1[C:7]2[CH:8]=[CH:9][CH:10]=[CH:11][C:6]=2[N:5]=[C:4]1[C@H:12]([NH:22][C:23]([NH:25][CH:26]1[CH2:30][CH2:29][NH:28][CH2:27]1)=[O:24])[CH2:13][C:14]1[CH:19]=[CH:18][C:17]([O:20][CH3:21])=[CH:16][CH:15]=1.CCN(C(C)C)C(C)C.Cl[C:41]([O:43][CH3:44])=[O:42]. (3) Given the product [CH3:22][C:16]1[C:15]([CH3:23])=[C:19]([CH3:25])[CH:18]([CH3:17])[C:36]=1[C:30]1[CH:35]=[CH:34][CH:33]=[C:32]2[C:31]=1[NH:2][CH2:1][CH2:11][CH2:10]2, predict the reactants needed to synthesize it. The reactants are: [C:1](=O)([O-])[NH2:2].[Li+].C(=O)=O.[Li][C:10](C)(C)[CH3:11].C[C:15]1([CH3:23])[C:19](=O)[C:18]#[C:17][C:16]1([CH3:22])C.Cl.[C:25](=O)([O-])O.[Na+].[C:30]1([CH3:36])[CH:35]=[CH:34][CH:33]=[CH:32][CH:31]=1. (4) Given the product [N:21]1([CH2:20][CH2:19][NH:18][C:1](=[O:7])[CH2:2][CH2:3][C:4]#[CH:5])[CH2:26][CH2:25][O:24][CH2:23][CH2:22]1, predict the reactants needed to synthesize it. The reactants are: [C:1]([OH:7])(=O)[CH2:2][CH2:3][C:4]#[CH:5].ON1C2C=CC=CC=2N=N1.[NH2:18][CH2:19][CH2:20][N:21]1[CH2:26][CH2:25][O:24][CH2:23][CH2:22]1.C(N(CC)CC)C.Cl.CN(C)CCCN=C=NCC.N. (5) Given the product [CH3:1][C:2]#[C:3][CH2:4][N:5]1[C:9]([N:10]2[CH2:15][C@H:14]([NH2:16])[CH2:13][CH2:12][CH2:11]2)=[N:8][C:7]2[N:17]([CH3:35])[C:18]([N:20]([CH2:23][C:24]3[N:25]=[C:26]([CH3:34])[C:27]4[CH:28]=[CH:29][CH:30]=[CH:31][C:32]=4[N:33]=3)[C:21](=[O:22])[C:6]1=2)=[O:19].[C:36]([O-:44])(=[O:43])[C:37]1[CH:42]=[CH:41][CH:40]=[CH:39][CH:38]=1, predict the reactants needed to synthesize it. The reactants are: [CH3:1][C:2]#[C:3][CH2:4][N:5]1[C:9]([N:10]2[CH2:15][C@H:14]([NH2:16])[CH2:13][CH2:12][CH2:11]2)=[N:8][C:7]2[N:17]([CH3:35])[C:18]([N:20]([CH2:23][C:24]3[N:25]=[C:26]([CH3:34])[C:27]4[CH:28]=[CH:29][CH:30]=[CH:31][C:32]=4[N:33]=3)[C:21](=[O:22])[C:6]1=2)=[O:19].[C:36]([OH:44])(=[O:43])[C:37]1[CH:42]=[CH:41][CH:40]=[CH:39][CH:38]=1. (6) Given the product [C:13]1([C:11]2[O:12][C:8]3[CH:7]=[CH:6][C:5]([C:3]([OH:4])=[O:2])=[CH:19][C:9]=3[CH:10]=2)[CH:14]=[CH:15][CH:16]=[CH:17][CH:18]=1, predict the reactants needed to synthesize it. The reactants are: C[O:2][C:3]([C:5]1[CH:6]=[CH:7][C:8]2[O:12][C:11]([C:13]3[CH:18]=[CH:17][CH:16]=[CH:15][CH:14]=3)=[CH:10][C:9]=2[CH:19]=1)=[O:4].O[Li].O. (7) The reactants are: [Cl:1][C:2]1[CH:3]=[C:4]([CH:21]=[C:22](B2OC(C)(C)C(C)(C)O2)[CH:23]=1)[CH2:5][O:6][C:7]1[CH:12]=[CH:11][CH:10]=[CH:9][C:8]=1[CH2:13][C:14]([O:16][C:17]([CH3:20])([CH3:19])[CH3:18])=[O:15].Br[C:34]1[C:35]([F:52])=[C:36]([C@H:40]([NH:44][C:45](=[O:51])[O:46][C:47]([CH3:50])([CH3:49])[CH3:48])[CH2:41][CH2:42][CH3:43])[CH:37]=[CH:38][CH:39]=1.[O-]P([O-])([O-])=O.[K+].[K+].[K+]. Given the product [C:47]([O:46][C:45]([NH:44][C@@H:40]([C:36]1[C:35]([F:52])=[C:34]([C:22]2[CH:23]=[C:2]([Cl:1])[CH:3]=[C:4]([CH2:5][O:6][C:7]3[CH:12]=[CH:11][CH:10]=[CH:9][C:8]=3[CH2:13][C:14]([O:16][C:17]([CH3:20])([CH3:18])[CH3:19])=[O:15])[CH:21]=2)[CH:39]=[CH:38][CH:37]=1)[CH2:41][CH2:42][CH3:43])=[O:51])([CH3:48])([CH3:49])[CH3:50], predict the reactants needed to synthesize it.